This data is from Forward reaction prediction with 1.9M reactions from USPTO patents (1976-2016). The task is: Predict the product of the given reaction. (1) Given the reactants C1([C@@H](NC(C2C3C(=CC=CC=3)C(=O)N(N)C=2C)=O)CC)C=CC=CC=1.C([BH3-])#N.[Na+].C(=O)C.[C:33]1([C@@H:39]([NH:42][C:43]([C:45]2[C:54]3[C:49](=[CH:50][CH:51]=[CH:52][CH:53]=3)[C:48](=[O:55])[N:47]([N:56]3CCC[CH2:58][CH2:57]3)[C:46]=2[CH3:62])=[O:44])[CH2:40][CH3:41])[CH:38]=[CH:37][CH:36]=[CH:35][CH:34]=1, predict the reaction product. The product is: [C:33]1([C@@H:39]([NH:42][C:43]([C:45]2[C:54]3[C:49](=[CH:50][CH:51]=[CH:52][CH:53]=3)[C:48](=[O:55])[N:47]([NH:56][CH2:57][CH3:58])[C:46]=2[CH3:62])=[O:44])[CH2:40][CH3:41])[CH:38]=[CH:37][CH:36]=[CH:35][CH:34]=1. (2) Given the reactants [CH2:1]([N:8]([CH2:22][CH3:23])[S:9]([C:12]1[CH:17]=[CH:16][C:15]([CH2:18][C:19]([OH:21])=O)=[CH:14][CH:13]=1)(=[O:11])=[O:10])[C:2]1[CH:7]=[CH:6][CH:5]=[CH:4][CH:3]=1.[CH3:24][O:25][C:26]1[CH:35]=[CH:34][C:33]([N:36]2[CH2:41][CH2:40][N:39]([CH3:42])[CH2:38][CH2:37]2)=[C:32]2[C:27]=1[CH2:28][CH2:29][NH:30][CH2:31]2.CN(C(ON1N=NC2C=CC=NC1=2)=[N+](C)C)C.F[P-](F)(F)(F)(F)F, predict the reaction product. The product is: [CH2:1]([N:8]([CH2:22][CH3:23])[S:9]([C:12]1[CH:17]=[CH:16][C:15]([CH2:18][C:19]([N:30]2[CH2:29][CH2:28][C:27]3[C:32](=[C:33]([N:36]4[CH2:41][CH2:40][N:39]([CH3:42])[CH2:38][CH2:37]4)[CH:34]=[CH:35][C:26]=3[O:25][CH3:24])[CH2:31]2)=[O:21])=[CH:14][CH:13]=1)(=[O:11])=[O:10])[C:2]1[CH:3]=[CH:4][CH:5]=[CH:6][CH:7]=1. (3) Given the reactants C[O:2][C:3](=[O:5])[CH3:4].[CH2:6]([C:8]([C:26]1[S:30][C:29]([S:31]([NH2:34])(=[O:33])=[O:32])=[C:28]([CH3:35])[CH:27]=1)([C:11]1[CH:16]=[CH:15][C:14]([O:17][CH2:18][CH:19]([OH:24])[C:20]([CH3:23])([CH3:22])[CH3:21])=[C:13]([CH3:25])[CH:12]=1)[CH2:9][CH3:10])[CH3:7].[Li+].[OH-].O, predict the reaction product. The product is: [C:3]([OH:5])(=[O:2])[CH3:4].[CH2:6]([C:8]([C:26]1[S:30][C:29]([S:31]([NH2:34])(=[O:33])=[O:32])=[C:28]([CH3:35])[CH:27]=1)([C:11]1[CH:16]=[CH:15][C:14]([O:17][CH2:18][CH:19]([OH:24])[C:20]([CH3:22])([CH3:23])[CH3:21])=[C:13]([CH3:25])[CH:12]=1)[CH2:9][CH3:10])[CH3:7]. (4) Given the reactants [O:1]1CCO[CH:2]1[CH2:6][N:7]1[C:16]2[C:11](=[CH:12][CH:13]=[CH:14][C:15]=2[CH3:17])[CH:10]=[CH:9][C:8]1=[O:18].FC(F)(F)C(O)=O, predict the reaction product. The product is: [CH3:17][C:15]1[CH:14]=[CH:13][CH:12]=[C:11]2[C:16]=1[N:7]([CH2:6][CH:2]=[O:1])[C:8](=[O:18])[CH:9]=[CH:10]2. (5) Given the reactants S(Cl)([Cl:3])=O.[F:5][C:6]([F:24])([F:23])[C:7]1[CH:12]=[CH:11][C:10]([CH2:13][CH2:14][C:15]2[CH:20]=[CH:19][C:18]([CH2:21]O)=[CH:17][CH:16]=2)=[CH:9][CH:8]=1.C(=O)(O)[O-].[Na+], predict the reaction product. The product is: [Cl:3][CH2:21][C:18]1[CH:19]=[CH:20][C:15]([CH2:14][CH2:13][C:10]2[CH:11]=[CH:12][C:7]([C:6]([F:24])([F:23])[F:5])=[CH:8][CH:9]=2)=[CH:16][CH:17]=1. (6) Given the reactants Cl[C:2](=[N:8][OH:9])[C:3]([O:5][CH2:6][CH3:7])=[O:4].[CH3:10][O:11][C:12]1[CH:13]=[C:14]([C:18]2[CH:23]=[CH:22][C:21]([C:24]([C:29]3[CH:34]=[CH:33][C:32]([C:35](OC)=[CH2:36])=[CH:31][N:30]=3)([CH3:28])[CH:25]([CH3:27])[CH3:26])=[CH:20][CH:19]=2)[CH:15]=[N:16][CH:17]=1.C(N(CC)CC)C.C(O)(C(F)(F)F)=O.C(=O)(O)[O-].[Na+], predict the reaction product. The product is: [CH3:10][O:11][C:12]1[CH:13]=[C:14]([C:18]2[CH:19]=[CH:20][C:21]([C:24]([C:29]3[N:30]=[CH:31][C:32]([C:35]4[O:9][N:8]=[C:2]([C:3]([O:5][CH2:6][CH3:7])=[O:4])[CH:36]=4)=[CH:33][CH:34]=3)([CH3:28])[CH:25]([CH3:26])[CH3:27])=[CH:22][CH:23]=2)[CH:15]=[N:16][CH:17]=1. (7) The product is: [OH:1][C@@H:2]1[C@H:6]([OH:7])[C@@H:5]([CH2:8][OH:9])[O:4][C@H:3]1[N:10]1[CH:18]=[N:17][C:16]2[C:11]1=[N:12][C:13]([C:34]([NH:38][CH2:39][CH2:40][CH2:41][N:42]1[CH2:46][CH2:45][CH2:44][CH2:43]1)=[O:36])=[N:14][C:15]=2[NH:19][CH2:20][CH:21]([C:28]1[CH:33]=[CH:32][CH:31]=[CH:30][CH:29]=1)[C:22]1[CH:23]=[CH:24][CH:25]=[CH:26][CH:27]=1. Given the reactants [OH:1][C@@H:2]1[C@H:6]([OH:7])[C@@H:5]([CH2:8][OH:9])[O:4][C@H:3]1[N:10]1[CH:18]=[N:17][C:16]2[C:11]1=[N:12][C:13]([C:34]([O:36]C)=O)=[N:14][C:15]=2[NH:19][CH2:20][CH:21]([C:28]1[CH:33]=[CH:32][CH:31]=[CH:30][CH:29]=1)[C:22]1[CH:27]=[CH:26][CH:25]=[CH:24][CH:23]=1.[NH2:38][CH2:39][CH2:40][CH2:41][N:42]1[CH2:46][CH2:45][CH2:44][CH2:43]1, predict the reaction product. (8) Given the reactants [N+:1]([C:4]1[CH:13]=[C:12]([O:14][CH2:15]COC)[C:11]([OH:19])=[CH:10][C:5]=1[C:6]([O:8][CH3:9])=[O:7])([O-:3])=[O:2].[O:20]1[CH2:25][CH2:24][N:23]([CH2:26][CH2:27][CH2:28]OCl)[CH2:22][CH2:21]1.C([O-])([O-])=O.[K+].[K+].O, predict the reaction product. The product is: [N+:1]([C:4]1[CH:13]=[C:12]([O:14][CH3:15])[C:11]([O:19][CH2:28][CH2:27][CH2:26][N:23]2[CH2:24][CH2:25][O:20][CH2:21][CH2:22]2)=[CH:10][C:5]=1[C:6]([O:8][CH3:9])=[O:7])([O-:3])=[O:2]. (9) Given the reactants [OH-].[Na+].[CH3:3][C:4]1[O:5][C:6]2[CH:12]=[CH:11][C:10]([C:13]([O:15]C)=[O:14])=[CH:9][C:7]=2[CH:8]=1, predict the reaction product. The product is: [CH3:3][C:4]1[O:5][C:6]2[CH:12]=[CH:11][C:10]([C:13]([OH:15])=[O:14])=[CH:9][C:7]=2[CH:8]=1.